From a dataset of Blood-brain barrier permeability classification from the B3DB database. Regression/Classification. Given a drug SMILES string, predict its absorption, distribution, metabolism, or excretion properties. Task type varies by dataset: regression for continuous measurements (e.g., permeability, clearance, half-life) or binary classification for categorical outcomes (e.g., BBB penetration, CYP inhibition). Dataset: b3db_classification. (1) The molecule is CC[C@H](N)Cc1c[nH]c2ccccc12. The result is 1 (penetrates BBB). (2) The drug is O=C(Cc1ccc(Cl)c(Cl)c1)N1CCn2ccnc2C1CN1CCC(O)C1. The result is 0 (does not penetrate BBB). (3) The molecule is COc1ccc(C=C2CCCN=C2c2cccnc2)c(OC)c1. The result is 1 (penetrates BBB). (4) The compound is CC(=O)c1ccc(C(O)C(CO)NC(=O)C(Cl)Cl)cc1. The result is 1 (penetrates BBB).